This data is from Peptide-MHC class II binding affinity with 134,281 pairs from IEDB. The task is: Regression. Given a peptide amino acid sequence and an MHC pseudo amino acid sequence, predict their binding affinity value. This is MHC class II binding data. (1) The peptide sequence is TRRFLPQILAECARR. The MHC is DRB3_0202 with pseudo-sequence DRB3_0202. The binding affinity (normalized) is 0.664. (2) The peptide sequence is VPTSWVPQGRTTWSI. The MHC is DRB1_0801 with pseudo-sequence DRB1_0801. The binding affinity (normalized) is 0.389. (3) The peptide sequence is DFNEFISFCNANPGL. The MHC is HLA-DQA10501-DQB10301 with pseudo-sequence HLA-DQA10501-DQB10301. The binding affinity (normalized) is 0.521. (4) The peptide sequence is NKIVRMYSPTSI. The MHC is DRB1_1101 with pseudo-sequence DRB1_1101. The binding affinity (normalized) is 0.645. (5) The binding affinity (normalized) is 0.0720. The peptide sequence is FAESNSGGDVVHLALMA. The MHC is DRB1_0101 with pseudo-sequence DRB1_0101. (6) The peptide sequence is AAATAGTLVYGAFAA. The MHC is HLA-DQA10501-DQB10301 with pseudo-sequence HLA-DQA10501-DQB10301. The binding affinity (normalized) is 0.766. (7) The peptide sequence is EAMEKELREAFRLYD. The MHC is DRB3_0202 with pseudo-sequence DRB3_0202. The binding affinity (normalized) is 0.0829. (8) The MHC is DRB1_0401 with pseudo-sequence DRB1_0401. The binding affinity (normalized) is 0.856. The peptide sequence is ESYKFIPALEAAVKQAYAAT. (9) The peptide sequence is ASRELERFALNPSLL. The MHC is DRB1_0401 with pseudo-sequence DRB1_0401. The binding affinity (normalized) is 0.552. (10) The peptide sequence is NMLTHSINSLISDNL. The MHC is DRB1_0701 with pseudo-sequence DRB1_0701. The binding affinity (normalized) is 0.750.